This data is from Full USPTO retrosynthesis dataset with 1.9M reactions from patents (1976-2016). The task is: Predict the reactants needed to synthesize the given product. (1) The reactants are: C([O:3][C:4](=O)[CH2:5][CH2:6][CH2:7][NH:8][S:9]([CH3:12])(=[O:11])=[O:10])C.[NH4+:14].[OH-]. Given the product [CH3:12][S:9]([NH:8][CH2:7][CH2:6][CH2:5][C:4]([NH2:14])=[O:3])(=[O:11])=[O:10], predict the reactants needed to synthesize it. (2) Given the product [Cl:16][C:12]1[C:11]([F:17])=[C:10]([C@@H:9]2[C@:8]([C:20]3[CH:25]=[CH:24][C:23]([Cl:26])=[CH:22][C:21]=3[F:27])([C:18]#[N:19])[C@H:7]([CH2:28][C:29]([CH3:31])([CH3:32])[CH3:30])[N:6]([CH3:33])[C@H:5]2[C:3]([OH:4])=[O:2])[CH:15]=[CH:14][CH:13]=1, predict the reactants needed to synthesize it. The reactants are: C[O:2][C:3]([C@H:5]1[C@H:9]([C:10]2[CH:15]=[CH:14][CH:13]=[C:12]([Cl:16])[C:11]=2[F:17])[C@:8]([C:20]2[CH:25]=[CH:24][C:23]([Cl:26])=[CH:22][C:21]=2[F:27])([C:18]#[N:19])[C@H:7]([CH2:28][C:29]([CH3:32])([CH3:31])[CH3:30])[N:6]1[CH3:33])=[O:4].[Li+].[OH-]. (3) Given the product [NH2:34][C:30]1[N:29]([CH2:28][C:24]2[CH:25]=[CH:26][CH:27]=[C:22]([O:21][CH3:20])[CH:23]=2)[C:3]2[CH2:4][CH2:5][CH2:6][CH2:7][C:2]=2[C:31]=1[C:32]#[N:33], predict the reactants needed to synthesize it. The reactants are: O[CH:2]1[CH2:7][CH2:6][CH2:5][CH2:4][C:3]1=O.S(O)(C1C=CC(C)=CC=1)(=O)=O.[CH3:20][O:21][C:22]1[CH:23]=[C:24]([CH2:28][NH2:29])[CH:25]=[CH:26][CH:27]=1.[C:30](#[N:34])[CH2:31][C:32]#[N:33].N1CCCCC1. (4) The reactants are: C(OC(=O)[NH:6][C:7]1[CH:12]=[CH:11][CH:10]=[C:9]([C:13]2[N:14]=[C:15]([CH:25]([CH3:27])[CH3:26])[S:16][C:17]=2[C:18]2[CH:23]=[CH:22][N:21]=[C:20]([Cl:24])[N:19]=2)[C:8]=1[F:28])C=C.CC(O)=O.C([SnH](CCCC)CCCC)CCC. Given the product [Cl:24][C:20]1[N:19]=[C:18]([C:17]2[S:16][C:15]([CH:25]([CH3:27])[CH3:26])=[N:14][C:13]=2[C:9]2[C:8]([F:28])=[C:7]([CH:12]=[CH:11][CH:10]=2)[NH2:6])[CH:23]=[CH:22][N:21]=1, predict the reactants needed to synthesize it. (5) Given the product [C:1]([O:5][C:6](=[O:7])[NH:8][CH2:9][C@H:10]1[CH2:11][CH2:12][C@H:13]([C:16](=[O:18])[N:21]([O:22][CH3:23])[CH3:20])[CH2:14][CH2:15]1)([CH3:2])([CH3:3])[CH3:4], predict the reactants needed to synthesize it. The reactants are: [C:1]([O:5][C:6]([NH:8][CH2:9][C@H:10]1[CH2:15][CH2:14][C@H:13]([C:16]([OH:18])=O)[CH2:12][CH2:11]1)=[O:7])([CH3:4])([CH3:3])[CH3:2].Cl.[CH3:20][NH:21][O:22][CH3:23].CN1CCOCC1.CCN=C=NCCCN(C)C.C1C=CC2N(O)N=NC=2C=1. (6) Given the product [N+:30]([C:5]1[S:4][C:3]([C:7]2[C:8]([CH3:22])=[N:9][N:10]3[C:15]([CH:16]([CH2:17][CH3:18])[CH2:19][CH3:20])=[CH:14][C:13]([CH3:21])=[N:12][C:11]=23)=[C:2]([CH3:1])[CH:6]=1)([O-:32])=[O:31], predict the reactants needed to synthesize it. The reactants are: [CH3:1][C:2]1[CH:6]=[CH:5][S:4][C:3]=1[C:7]1[C:8]([CH3:22])=[N:9][N:10]2[C:15]([CH:16]([CH2:19][CH3:20])[CH2:17][CH3:18])=[CH:14][C:13]([CH3:21])=[N:12][C:11]=12.FC(F)(F)C(O)=O.[N+:30]([O-])([OH:32])=[O:31].